From a dataset of Catalyst prediction with 721,799 reactions and 888 catalyst types from USPTO. Predict which catalyst facilitates the given reaction. (1) Reactant: [NH2:1][C:2]1[CH:16]=[CH:15][CH:14]=[CH:13][C:3]=1[C:4](C1C=CC(Cl)=CC=1)=O.[NH2:17][C:18](N)=O.O. Product: [N:1]1[C:2]2[C:3](=[CH:13][CH:14]=[CH:15][CH:16]=2)[CH:4]=[N:17][CH:18]=1. The catalyst class is: 15. (2) Reactant: [Cl:1][C:2]1[CH:7]=[CH:6][CH:5]=[CH:4][C:3]=1[C:8]1[C:9]([C:14]2[CH:19]=[CH:18][C:17]([Cl:20])=[CH:16][CH:15]=2)=[C:10]([NH2:13])[NH:11][N:12]=1.C([O:23][C:24](=O)[CH:25]([CH3:29])[C:26](=O)[CH3:27])C.C(OCC)C. Product: [Cl:20][C:17]1[CH:16]=[CH:15][C:14]([C:9]2[C:8]([C:3]3[CH:4]=[CH:5][CH:6]=[CH:7][C:2]=3[Cl:1])=[N:12][N:11]3[C:24]([OH:23])=[C:25]([CH3:29])[C:26]([CH3:27])=[N:13][C:10]=23)=[CH:19][CH:18]=1. The catalyst class is: 15. (3) The catalyst class is: 733. Product: [CH3:4][CH:3]([O:5][C:11]1[CH:12]=[CH:13][C:14]2[CH2:15][N:16]([C:22]([O:24][C:25]([CH3:28])([CH3:27])[CH3:26])=[O:23])[CH2:17][CH2:18][O:19][C:20]=2[N:21]=1)[CH:2]([CH3:1])[CH2:6][CH3:7]. Reactant: [CH3:1][CH:2]([CH2:6][CH3:7])[CH:3]([OH:5])[CH3:4].[H-].[Na+].Cl[C:11]1[CH:12]=[CH:13][C:14]2[CH2:15][N:16]([C:22]([O:24][C:25]([CH3:28])([CH3:27])[CH3:26])=[O:23])[CH2:17][CH2:18][O:19][C:20]=2[N:21]=1.O. (4) Reactant: Br.[S:2]1[CH2:5][CH:4]([NH2:6])[CH2:3]1.C(N(CC)CC)C.[CH2:14]([O:21][CH2:22][C:23]1[O:27][N:26]=[C:25]([C:28](O)=[O:29])[CH:24]=1)[C:15]1[CH:20]=[CH:19][CH:18]=[CH:17][CH:16]=1.ON1C2C=CC=CC=2N=N1.Cl.C(N=C=NCCCN(C)C)C.Cl. Product: [S:2]1[CH2:5][CH:4]([NH:6][C:28]([C:25]2[CH:24]=[C:23]([CH2:22][O:21][CH2:14][C:15]3[CH:20]=[CH:19][CH:18]=[CH:17][CH:16]=3)[O:27][N:26]=2)=[O:29])[CH2:3]1. The catalyst class is: 22. (5) Reactant: [C:1]([O:5][C:6]([N:8]1[CH2:14][CH2:13][CH2:12][N:11]([S:15]([C:18]2[CH:19]=[C:20]3[C:25](=[CH:26][CH:27]=2)[CH:24]=[N+:23]([O-])[CH:22]=[CH:21]3)(=[O:17])=[O:16])[C@@H:10]([CH3:29])[CH2:9]1)=[O:7])([CH3:4])([CH3:3])[CH3:2].C(Cl)(=O)OCC.[C:36]([O:40][C:41]([NH:43][CH2:44][CH2:45][SH:46])=[O:42])([CH3:39])([CH3:38])[CH3:37].C(N(CC)CC)C. Product: [C:36]([O:40][C:41]([NH:43][CH2:44][CH2:45][S:46][C:24]1[C:25]2[C:20](=[CH:19][C:18]([S:15]([N:11]3[CH2:12][CH2:13][CH2:14][N:8]([C:6]([O:5][C:1]([CH3:4])([CH3:3])[CH3:2])=[O:7])[CH2:9][C@@H:10]3[CH3:29])(=[O:17])=[O:16])=[CH:27][CH:26]=2)[CH:21]=[CH:22][N:23]=1)=[O:42])([CH3:39])([CH3:38])[CH3:37]. The catalyst class is: 4. (6) Reactant: [Cl:1][C:2]1[CH:11]=[N:10][C:9]2[N:8]=[C:7](O)[N:6]3[N:13]=[C:14]([CH3:16])[N:15]=[C:5]3[C:4]=2[CH:3]=1.O=P(Cl)(Cl)[Cl:19].CCN(C(C)C)C(C)C.C([O-])(O)=O.[Na+]. Product: [Cl:19][C:7]1[N:6]2[N:13]=[C:14]([CH3:16])[N:15]=[C:5]2[C:4]2[CH:3]=[C:2]([Cl:1])[CH:11]=[N:10][C:9]=2[N:8]=1. The catalyst class is: 25.